This data is from Forward reaction prediction with 1.9M reactions from USPTO patents (1976-2016). The task is: Predict the product of the given reaction. Given the reactants [C:1]([O:5][C:6]([N:8]1[CH2:13][CH2:12][C:11](O)([C:14]2[CH:35]=[CH:34][C:17]3[C:18]4[N:19]=[C:20]([C:26]5[N:27]([CH:31]([CH3:33])[CH3:32])[N:28]=[CH:29][N:30]=5)[S:21][C:22]=4[CH2:23][CH2:24][O:25][C:16]=3[CH:15]=2)[CH2:10][CH2:9]1)=[O:7])([CH3:4])([CH3:3])[CH3:2].CCN(S(F)(F)[F:43])CC, predict the reaction product. The product is: [C:1]([O:5][C:6]([N:8]1[CH2:13][CH2:12][C:11]([F:43])([C:14]2[CH:35]=[CH:34][C:17]3[C:18]4[N:19]=[C:20]([C:26]5[N:27]([CH:31]([CH3:33])[CH3:32])[N:28]=[CH:29][N:30]=5)[S:21][C:22]=4[CH2:23][CH2:24][O:25][C:16]=3[CH:15]=2)[CH2:10][CH2:9]1)=[O:7])([CH3:4])([CH3:3])[CH3:2].